From a dataset of Full USPTO retrosynthesis dataset with 1.9M reactions from patents (1976-2016). Predict the reactants needed to synthesize the given product. Given the product [OH:2][C:3]1[CH:15]=[C:14]2[C:6]([C:7]3[C:12]([CH2:16][C:17]4[CH:22]=[CH:21][CH:20]=[CH:19][CH:18]=4)([CH2:13]2)[CH2:11][CH2:10][C:9](=[O:23])[CH:8]=3)=[CH:5][CH:4]=1, predict the reactants needed to synthesize it. The reactants are: C[O:2][C:3]1[CH:15]=[C:14]2[C:6]([C:7]3[C:12]([CH2:16][C:17]4[CH:22]=[CH:21][CH:20]=[CH:19][CH:18]=4)([CH2:13]2)[CH2:11][CH2:10][C:9](=[O:23])[CH:8]=3)=[CH:5][CH:4]=1.B(Br)(Br)Br.C(Cl)Cl.